Dataset: Reaction yield outcomes from USPTO patents with 853,638 reactions. Task: Predict the reaction yield, written as a fraction of the theoretical maximum amount of product (1.0 means a 100% yield; for example, 0.34 means a 34% yield). (1) The reactants are [Cl:1][C:2]1[CH:7]=[C:6]([C:8]2[CH:13]=[C:12]([O:14][CH2:15][CH:16]([CH3:18])[CH3:17])[CH:11]=[C:10]([F:19])[CH:9]=2)[N:5]=[CH:4][C:3]=1[C:20]([OH:22])=O.O=S(Cl)Cl.CN(C=O)C.[N+:32]([C:35]1[N:40]=[C:39]([S:41]([NH2:44])(=[O:43])=[O:42])[CH:38]=[CH:37][CH:36]=1)([O-:34])=[O:33]. The catalyst is C(Cl)Cl. The product is [Cl:1][C:2]1[CH:7]=[C:6]([C:8]2[CH:13]=[C:12]([O:14][CH2:15][CH:16]([CH3:17])[CH3:18])[CH:11]=[C:10]([F:19])[CH:9]=2)[N:5]=[CH:4][C:3]=1[C:20]([NH:44][S:41]([C:39]1[CH:38]=[CH:37][CH:36]=[C:35]([N+:32]([O-:34])=[O:33])[N:40]=1)(=[O:42])=[O:43])=[O:22]. The yield is 0.970. (2) The reactants are [Cl:1][C:2]1[CH:7]=[CH:6][C:5]([CH:8]([C:10]2[CH:14]=[C:13]([C:15]3[CH:20]=[CH:19][N:18]=[C:17](F)[CH:16]=3)[S:12][C:11]=2[C:22]2[N:26]=[CH:25][N:24](C3CCCCO3)[N:23]=2)[OH:9])=[CH:4][CH:3]=1.[CH2:33]([CH2:35][NH2:36])[OH:34].C(N(CC)C(C)C)(C)C.CS(C)=O.O1CCOCC1.Cl. The catalyst is O. The product is [Cl:1][C:2]1[CH:7]=[CH:6][C:5]([CH:8]([OH:9])[C:10]2[CH:14]=[C:13]([C:15]3[CH:20]=[CH:19][N:18]=[C:17]([NH:36][CH2:35][CH2:33][OH:34])[CH:16]=3)[S:12][C:11]=2[C:22]2[NH:26][CH:25]=[N:24][N:23]=2)=[CH:4][CH:3]=1. The yield is 0.242. (3) The reactants are [Li+].[OH-].[N+](C1C=CC(C([O:12][C@H:13]2[C:17]3[N:18]=[CH:19][N:20]=[C:21]([C:22]4[CH:47]=[CH:46][C:25]5[C:26]([CH:29]([C:39]6[CH:44]=[CH:43][C:42]([Cl:45])=[CH:41][CH:40]=6)[CH2:30][NH:31][C:32]([O:34][C:35]([CH3:38])([CH3:37])[CH3:36])=[O:33])=[N:27][S:28][C:24]=5[CH:23]=4)[C:16]=3[C@H:15]([CH3:48])[CH2:14]2)=O)=CC=1)([O-])=O. The catalyst is C1COCC1. The product is [Cl:45][C:42]1[CH:41]=[CH:40][C:39]([CH:29]([C:26]2[C:25]3[CH:46]=[CH:47][C:22]([C:21]4[C:16]5[C@H:15]([CH3:48])[CH2:14][C@@H:13]([OH:12])[C:17]=5[N:18]=[CH:19][N:20]=4)=[CH:23][C:24]=3[S:28][N:27]=2)[CH2:30][NH:31][C:32](=[O:33])[O:34][C:35]([CH3:38])([CH3:37])[CH3:36])=[CH:44][CH:43]=1. The yield is 0.780.